From a dataset of Catalyst prediction with 721,799 reactions and 888 catalyst types from USPTO. Predict which catalyst facilitates the given reaction. (1) Reactant: C1(O[C:8](=[O:22])[NH:9][C:10]2[S:18][C:13]3[CH2:14][O:15][CH2:16][CH2:17][C:12]=3[C:11]=2[C:19](=[O:21])[NH2:20])C=CC=CC=1.[CH:23]1([NH2:28])[CH2:27][CH2:26][CH2:25][CH2:24]1.[OH-].[Na+]. Product: [CH:23]1([NH:28][C:8](=[O:22])[NH:9][C:10]2[S:18][C:13]3[CH2:14][O:15][CH2:16][CH2:17][C:12]=3[C:11]=2[C:19]([NH2:20])=[O:21])[CH2:27][CH2:26][CH2:25][CH2:24]1. The catalyst class is: 1. (2) Reactant: [CH3:1][O:2][C:3]1[CH:8]=[CH:7][C:6]([C@@H:9]([S:23][C:24]2[CH:29]=[CH:28][CH:27]=[CH:26][C:25]=2[O:30][CH3:31])[C@@H:10]2[O:15][CH2:14][CH2:13][N:12](CC3C=CC=CC=3)[CH2:11]2)=[CH:5][CH:4]=1.[CH3:1][O:2][C:3]1[CH:4]=[CH:5][C:6]([C@H:9]([S:23][C:24]2[CH:29]=[CH:28][CH:27]=[CH:26][C:25]=2[O:30][CH3:31])[C@H:10]2[O:15][CH2:14][CH2:13][N:12](CC3C=CC=CC=3)[CH2:11]2)=[CH:7][CH:8]=1.CCN(C(C)C)C(C)C.[Cl:72]C(OC(Cl)C)=O. Product: [ClH:72].[CH3:1][O:2][C:3]1[CH:4]=[CH:5][C:6]([C@@H:9]([S:23][C:24]2[CH:29]=[CH:28][CH:27]=[CH:26][C:25]=2[O:30][CH3:31])[C@@H:10]2[O:15][CH2:14][CH2:13][NH:12][CH2:11]2)=[CH:7][CH:8]=1. The catalyst class is: 4. (3) Reactant: C(=O)([O-])[O-].[Cs+].[Cs+].[Si:7]([O:14][CH2:15][CH2:16][C@@H:17]([C:31]1[CH:36]=[CH:35][C:34]([Cl:37])=[C:33]([Cl:38])[CH:32]=1)[CH2:18][NH:19][C:20](=[O:30])[C:21]1[CH:26]=[CH:25][CH:24]=[C:23]([C:27]#[N:28])[C:22]=1[OH:29])([C:10]([CH3:13])([CH3:12])[CH3:11])([CH3:9])[CH3:8].Br[CH2:40][C@H:41]([CH3:44])[CH2:42][OH:43].[Na+].[Cl-]. Product: [Si:7]([O:14][CH2:15][CH2:16][C@@H:17]([C:31]1[CH:36]=[CH:35][C:34]([Cl:37])=[C:33]([Cl:38])[CH:32]=1)[CH2:18][NH:19][C:20](=[O:30])[C:21]1[CH:26]=[CH:25][CH:24]=[C:23]([C:27]#[N:28])[C:22]=1[O:29][CH2:40][C@H:41]([CH3:44])[CH2:42][OH:43])([C:10]([CH3:13])([CH3:12])[CH3:11])([CH3:9])[CH3:8]. The catalyst class is: 136. (4) Reactant: [Cl:1][C:2]1[CH:7]=[C:6]([Cl:8])[CH:5]=[CH:4][C:3]=1[C:9]1[N:10]=[C:11]([CH2:28][CH3:29])[C:12]([NH:17][C@@H]2C3C(=CC=CC=3)C[C@@H]2O)=[N:13][C:14]=1[CH2:15][CH3:16].BrC1N=C(CC)C(N[C@@H:40]2[C:48]3[C:43](=[CH:44][CH:45]=[C:46]([O:49][CH3:50])[CH:47]=3)[CH2:42][C@@H:41]2[CH2:51][CH3:52])=NC=1CC. Product: [Cl:1][C:2]1[CH:7]=[C:6]([Cl:8])[CH:5]=[CH:4][C:3]=1[C:9]1[N:10]=[C:11]([CH2:28][CH3:29])[C:12]([NH:17][C@@H:40]2[C:48]3[C:43](=[CH:44][CH:45]=[C:46]([O:49][CH3:50])[CH:47]=3)[CH2:42][C@@H:41]2[CH2:51][CH3:52])=[N:13][C:14]=1[CH2:15][CH3:16]. The catalyst class is: 276. (5) Reactant: C1C=CC(P(C2C=CC=CC=2)C2C=CC=CC=2)=CC=1.C([O-])([O-])=O.[K+].[K+].Br[C:27]1[C:28]([CH3:42])=[C:29]([CH2:33][NH:34][C:35](=[O:41])[O:36][C:37]([CH3:40])([CH3:39])[CH3:38])[CH:30]=[CH:31][CH:32]=1.[CH3:43][C:44]([Si:47]([CH3:60])([CH3:59])[O:48][CH2:49][C:50]1[CH:51]=[C:52](B(O)O)[CH:53]=[CH:54][CH:55]=1)([CH3:46])[CH3:45]. Product: [CH3:46][C:44]([Si:47]([CH3:60])([CH3:59])[O:48][CH2:49][C:50]1[CH:51]=[C:52]([C:27]2[CH:32]=[CH:31][CH:30]=[C:29]([CH2:33][NH:34][C:35](=[O:41])[O:36][C:37]([CH3:40])([CH3:39])[CH3:38])[C:28]=2[CH3:42])[CH:53]=[CH:54][CH:55]=1)([CH3:43])[CH3:45]. The catalyst class is: 231.